This data is from Reaction yield outcomes from USPTO patents with 853,638 reactions. The task is: Predict the reaction yield, written as a fraction of the theoretical maximum amount of product (1.0 means a 100% yield; for example, 0.34 means a 34% yield). (1) The reactants are F[C:2]1[CH:3]=[C:4]([CH:22]=[CH:23][C:24]=1[F:25])[CH2:5][N:6]1[CH2:10][CH2:9][N:8]([C:11]2[CH:12]=[C:13]([CH:18]=[CH:19][N:20]=2)[C:14]([O:16]C)=O)[C:7]1=[O:21].[C-:26]#[N:27].[Na+]. The catalyst is N1C=CC=CC=1CN. The product is [CH2:26]([NH:27][C:14](=[O:16])[C:13]1[CH:18]=[CH:19][N:20]=[C:11]([N:8]2[CH2:9][CH2:10][N:6]([CH2:5][C:4]3[CH:22]=[CH:23][C:24]([F:25])=[CH:2][CH:3]=3)[C:7]2=[O:21])[CH:12]=1)[C:2]1[CH:3]=[CH:4][CH:22]=[CH:23][CH:24]=1. The yield is 0.540. (2) The reactants are [CH3:1][C:2]1[CH:7]=[CH:6][NH:5][C:4](=O)[C:3]=1[N+:9]([O-:11])=[O:10].P(Br)(Br)([Br:14])=O.C(=O)([O-])[O-].[K+].[K+]. The catalyst is ClC(Cl)C. The product is [Br:14][C:4]1[C:3]([N+:9]([O-:11])=[O:10])=[C:2]([CH3:1])[CH:7]=[CH:6][N:5]=1. The yield is 0.718.